Dataset: NCI-60 drug combinations with 297,098 pairs across 59 cell lines. Task: Regression. Given two drug SMILES strings and cell line genomic features, predict the synergy score measuring deviation from expected non-interaction effect. (1) Drug 1: CNC(=O)C1=CC=CC=C1SC2=CC3=C(C=C2)C(=NN3)C=CC4=CC=CC=N4. Drug 2: C1CCC(C(C1)N)N.C(=O)(C(=O)[O-])[O-].[Pt+4]. Cell line: BT-549. Synergy scores: CSS=6.26, Synergy_ZIP=-0.260, Synergy_Bliss=5.67, Synergy_Loewe=-2.72, Synergy_HSA=3.98. (2) Drug 1: CNC(=O)C1=CC=CC=C1SC2=CC3=C(C=C2)C(=NN3)C=CC4=CC=CC=N4. Drug 2: CC1=CC=C(C=C1)C2=CC(=NN2C3=CC=C(C=C3)S(=O)(=O)N)C(F)(F)F. Cell line: SK-MEL-5. Synergy scores: CSS=-2.80, Synergy_ZIP=4.39, Synergy_Bliss=6.40, Synergy_Loewe=-0.957, Synergy_HSA=-0.300.